Dataset: Forward reaction prediction with 1.9M reactions from USPTO patents (1976-2016). Task: Predict the product of the given reaction. (1) The product is: [CH:1]([O:4][C:5]1[CH:31]=[CH:30][C:8]([O:9][C:10]2[S:11][C:12]([C:15]#[C:16][CH:17]([NH2:19])[CH3:18])=[CH:13][N:14]=2)=[CH:7][CH:6]=1)([CH3:2])[CH3:3]. Given the reactants [CH:1]([O:4][C:5]1[CH:31]=[CH:30][C:8]([O:9][C:10]2[S:11][C:12]([C:15]#[C:16][CH:17]([N:19]3C(=O)C4C(=CC=CC=4)C3=O)[CH3:18])=[CH:13][N:14]=2)=[CH:7][CH:6]=1)([CH3:3])[CH3:2].O.NN.C(O)C, predict the reaction product. (2) Given the reactants C(C1C=C(C=CC=1)OC1OC=C(C(OCC)=O)N=1)(C)(C)C.[Br:22][C:23]1[CH:28]=[CH:27][C:26]([C:29]([CH3:32])([CH3:31])[CH3:30])=[CH:25][C:24]=1[OH:33].Br[C:35]1[S:36][CH:37]=[C:38]([C:40]([NH:42][C:43]2[C:44]([O:65][CH3:66])=[N:45][C:46]([NH:51][CH2:52][CH2:53][N:54]([CH:62]([CH3:64])[CH3:63])[C:55](=[O:61])[O:56][C:57]([CH3:60])([CH3:59])[CH3:58])=[N:47][C:48]=2[O:49][CH3:50])=[O:41])[N:39]=1, predict the reaction product. The product is: [Br:22][C:23]1[CH:28]=[CH:27][C:26]([C:29]([CH3:30])([CH3:32])[CH3:31])=[CH:25][C:24]=1[O:33][C:35]1[S:36][CH:37]=[C:38]([C:40]([NH:42][C:43]2[C:44]([O:65][CH3:66])=[N:45][C:46]([NH:51][CH2:52][CH2:53][N:54]([CH:62]([CH3:63])[CH3:64])[C:55](=[O:61])[O:56][C:57]([CH3:59])([CH3:60])[CH3:58])=[N:47][C:48]=2[O:49][CH3:50])=[O:41])[N:39]=1. (3) Given the reactants C(S([NH:7][C@H:8]([C:19]1[CH:24]=[C:23]([F:25])[CH:22]=[C:21]([F:26])[CH:20]=1)[CH2:9][S:10][C:11]([CH3:18])([CH3:17])[C:12](OCC)=[O:13])=O)(C)(C)C.Cl.C(N(CC)CC)C.C1(C)C=CC=CC=1, predict the reaction product. The product is: [F:26][C:21]1[CH:20]=[C:19]([C@H:8]2[NH:7][C:12](=[O:13])[C:11]([CH3:18])([CH3:17])[S:10][CH2:9]2)[CH:24]=[C:23]([F:25])[CH:22]=1.